This data is from Full USPTO retrosynthesis dataset with 1.9M reactions from patents (1976-2016). The task is: Predict the reactants needed to synthesize the given product. (1) Given the product [C:1]([SiH2:5][O:6][C:7]([CH3:20])([CH3:19])[N:8]1[C:16]([S:30][C:23]2[CH:24]=[C:25]([O:28][CH3:29])[CH:26]=[CH:27][C:22]=2[I:21])=[N:15][C:14]2[C:9]1=[N:10][CH:11]=[N:12][C:13]=2[NH2:18])([CH3:4])([CH3:3])[CH3:2], predict the reactants needed to synthesize it. The reactants are: [C:1]([SiH2:5][O:6][C:7]([CH3:20])([CH3:19])[N:8]1[C:16](I)=[N:15][C:14]2[C:9]1=[N:10][CH:11]=[N:12][C:13]=2[NH2:18])([CH3:4])([CH3:3])[CH3:2].[I:21][C:22]1[CH:27]=[CH:26][C:25]([O:28][CH3:29])=[CH:24][C:23]=1[S-:30].[K+].C(Cl)Cl.CCOC(C)=O. (2) Given the product [Cl:8][C:6]1[N:5]=[CH:4][N:3]=[C:2]([NH:26][C:23]2[CH:24]=[CH:25][C:20]([O:19][CH3:18])=[C:21]([O:27][CH2:28][CH2:29][O:30][CH3:31])[CH:22]=2)[N:7]=1, predict the reactants needed to synthesize it. The reactants are: Cl[C:2]1[N:7]=[C:6]([Cl:8])[N:5]=[CH:4][N:3]=1.CCN(C(C)C)C(C)C.[CH3:18][O:19][C:20]1[CH:25]=[CH:24][C:23]([NH2:26])=[CH:22][C:21]=1[O:27][CH2:28][CH2:29][O:30][CH3:31]. (3) The reactants are: [Br:1][C:2]1[CH:3]=[N+:4]([O-:8])[CH:5]=[CH:6][CH:7]=1.[N+:9]([O-])([OH:11])=[O:10]. Given the product [Br:1][C:2]1[CH:3]=[N+:4]([O-:8])[CH:5]=[CH:6][C:7]=1[N+:9]([O-:11])=[O:10], predict the reactants needed to synthesize it. (4) Given the product [Br:3][C:4]1[C:12]2[C:7](=[CH:8][C:9]([OH:13])=[CH:10][CH:11]=2)[N:6]([C:21]([O:23][C:24]([CH3:27])([CH3:26])[CH3:25])=[O:22])[C:5]=1[C:28]([O:30][CH3:31])=[O:29], predict the reactants needed to synthesize it. The reactants are: [F-].[Cs+].[Br:3][C:4]1[C:12]2[C:7](=[CH:8][C:9]([O:13][Si](C(C)(C)C)(C)C)=[CH:10][CH:11]=2)[N:6]([C:21]([O:23][C:24]([CH3:27])([CH3:26])[CH3:25])=[O:22])[C:5]=1[C:28]([O:30][CH3:31])=[O:29].